From a dataset of Catalyst prediction with 721,799 reactions and 888 catalyst types from USPTO. Predict which catalyst facilitates the given reaction. (1) Reactant: [O:1]1CCO[CH:2]1[C:6]1[CH:11]=[CH:10][C:9]([N:12]2[CH:16]=[C:15]([C:17]([NH:19][C:20]3[CH:25]=[CH:24][C:23]([O:26][CH:27]([CH3:29])[CH3:28])=[C:22]([Cl:30])[CH:21]=3)=[O:18])[N:14]=[N:13]2)=[CH:8][CH:7]=1.Cl.O. Product: [Cl:30][C:22]1[CH:21]=[C:20]([NH:19][C:17]([C:15]2[N:14]=[N:13][N:12]([C:9]3[CH:8]=[CH:7][C:6]([CH:2]=[O:1])=[CH:11][CH:10]=3)[CH:16]=2)=[O:18])[CH:25]=[CH:24][C:23]=1[O:26][CH:27]([CH3:29])[CH3:28]. The catalyst class is: 21. (2) Reactant: Br[C:2]1[CH:3]=[C:4]2[CH:10]=[CH:9][N:8]([Si:11]([CH:18]([CH3:20])[CH3:19])([CH:15]([CH3:17])[CH3:16])[CH:12]([CH3:14])[CH3:13])[C:5]2=[N:6][CH:7]=1.C([Li])(C)(C)C.[Cl:26]C(Cl)(Cl)C(Cl)(Cl)Cl.O. Product: [Cl:26][C:2]1[CH:3]=[C:4]2[CH:10]=[CH:9][N:8]([Si:11]([CH:18]([CH3:20])[CH3:19])([CH:15]([CH3:17])[CH3:16])[CH:12]([CH3:14])[CH3:13])[C:5]2=[N:6][CH:7]=1. The catalyst class is: 7. (3) Reactant: [CH2:1]([O:8][C:9](=[O:41])[N:10]([CH:12]([C:14](=[O:40])[NH:15][CH:16]([C:21]([N:23]1[CH2:27][CH2:26][CH:25]2[NH:28][CH2:29][CH:30]([O:31][CH2:32][C:33]3[CH:38]=[CH:37][C:36]([F:39])=[CH:35][CH:34]=3)[CH:24]12)=[O:22])[C:17]([CH3:20])([CH3:19])[CH3:18])[CH3:13])[CH3:11])[C:2]1[CH:7]=[CH:6][CH:5]=[CH:4][CH:3]=1.[CH2:42]([N:49]=[C:50]=[O:51])[C:43]1[CH:48]=[CH:47][CH:46]=[CH:45][CH:44]=1.CO.[NH4+].[OH-]. Product: [CH2:1]([O:8][C:9](=[O:41])[N:10]([CH:12]([C:14](=[O:40])[NH:15][CH:16]([C:21]([N:23]1[CH2:27][CH2:26][CH:25]2[N:28]([C:50](=[O:51])[NH:49][CH2:42][C:43]3[CH:48]=[CH:47][CH:46]=[CH:45][CH:44]=3)[CH2:29][CH:30]([O:31][CH2:32][C:33]3[CH:38]=[CH:37][C:36]([F:39])=[CH:35][CH:34]=3)[CH:24]12)=[O:22])[C:17]([CH3:19])([CH3:18])[CH3:20])[CH3:13])[CH3:11])[C:2]1[CH:3]=[CH:4][CH:5]=[CH:6][CH:7]=1. The catalyst class is: 2. (4) Reactant: F[C:2]1[CH:10]=[CH:9][C:8]([S:11]([CH3:14])(=[O:13])=[O:12])=[CH:7][C:3]=1[C:4]([OH:6])=[O:5].Cl.[CH2:16]([NH:18][CH2:19][CH3:20])[CH3:17]. Product: [CH2:16]([N:18]([CH2:19][CH3:20])[C:2]1[CH:10]=[CH:9][C:8]([S:11]([CH3:14])(=[O:13])=[O:12])=[CH:7][C:3]=1[C:4]([OH:6])=[O:5])[CH3:17]. The catalyst class is: 6. (5) Reactant: [S:1]1[C:5]2[CH:6]=[C:7]([NH:10][C:11]3[CH:19]=[C:18]([NH:20][CH:21]4[CH2:25][CH2:24][CH2:23][CH2:22]4)[C:14]([C:15]([OH:17])=O)=[CH:13][N:12]=3)[CH:8]=[CH:9][C:4]=2[N:3]=[CH:2]1.[NH2:26][CH2:27][C@@H:28]([F:33])[C:29]([CH3:32])([OH:31])[CH3:30].C(O)(C(F)(F)F)=O. Product: [S:1]1[C:5]2[CH:6]=[C:7]([NH:10][C:11]3[CH:19]=[C:18]([NH:20][CH:21]4[CH2:22][CH2:23][CH2:24][CH2:25]4)[C:14]([C:15]([NH:26][CH2:27][C@@H:28]([F:33])[C:29]([OH:31])([CH3:32])[CH3:30])=[O:17])=[CH:13][N:12]=3)[CH:8]=[CH:9][C:4]=2[N:3]=[CH:2]1. The catalyst class is: 192. (6) Reactant: C(N(CC)CC)C.Br[C:9]([CH3:23])(C)[C:10]([O:12][C:13]1[CH:14]=[C:15]([CH:19]=[CH:20][CH:21]=1)C(Cl)=O)=O. Product: [O:12]1[C:13]2[C:21](=[CH:20][CH:19]=[CH:15][CH:14]=2)[CH:23]=[CH:9][CH2:10]1. The catalyst class is: 2.